From a dataset of Peptide-MHC class I binding affinity with 185,985 pairs from IEDB/IMGT. Regression. Given a peptide amino acid sequence and an MHC pseudo amino acid sequence, predict their binding affinity value. This is MHC class I binding data. (1) The peptide sequence is HCIDKTPGL. The MHC is HLA-A02:01 with pseudo-sequence HLA-A02:01. The binding affinity (normalized) is 0.467. (2) The peptide sequence is LMTLATWVGV. The MHC is Patr-A0301 with pseudo-sequence Patr-A0301. The binding affinity (normalized) is 0.292. (3) The binding affinity (normalized) is 0.0847. The peptide sequence is EVRLATMLF. The MHC is HLA-A31:01 with pseudo-sequence HLA-A31:01. (4) The peptide sequence is AVRHFPRIW. The MHC is HLA-B57:03 with pseudo-sequence HLA-B57:03. The binding affinity (normalized) is 0.561. (5) The peptide sequence is KLDSGAFTV. The MHC is HLA-A02:01 with pseudo-sequence HLA-A02:01. The binding affinity (normalized) is 1.00. (6) The peptide sequence is FLLSLGIHL. The binding affinity (normalized) is 0.185. The MHC is HLA-A31:01 with pseudo-sequence HLA-A31:01. (7) The peptide sequence is ISTKLSCHY. The binding affinity (normalized) is 0.735. The MHC is HLA-B15:01 with pseudo-sequence HLA-B15:01. (8) The peptide sequence is VTSLDVINY. The MHC is HLA-A02:03 with pseudo-sequence HLA-A02:03. The binding affinity (normalized) is 0.0101. (9) The peptide sequence is QTCAGVIEY. The MHC is HLA-A68:01 with pseudo-sequence HLA-A68:01. The binding affinity (normalized) is 0.309.